This data is from Reaction yield outcomes from USPTO patents with 853,638 reactions. The task is: Predict the reaction yield, written as a fraction of the theoretical maximum amount of product (1.0 means a 100% yield; for example, 0.34 means a 34% yield). (1) The catalyst is CC1C(P(C2C([CH2-])=CC=CC=2)C2C(C)=CC=CC=2)=CC=CC=1.CC1C(P(C2C([CH2-])=CC=CC=2)C2C(C)=CC=CC=2)=CC=CC=1.CC(O)=O.CC(O)=O.[Pd].[Pd].[C-]#[O+].[C-]#[O+].[C-]#[O+].[C-]#[O+].[C-]#[O+].[C-]#[O+].[Mo]. The product is [CH3:55][O:56][C:57]([C:2]1[CH:23]=[CH:22][C:5]2[C:6]3[N:7]=[C:8]([C:14]4[N:18]([CH:19]([CH3:21])[CH3:20])[CH:17]=[N:16][N:15]=4)[S:9][C:10]=3[CH2:11][CH2:12][O:13][C:4]=2[CH:3]=1)=[O:60]. The reactants are Br[C:2]1[CH:23]=[CH:22][C:5]2[C:6]3[N:7]=[C:8]([C:14]4[N:18]([CH:19]([CH3:21])[CH3:20])[CH:17]=[N:16][N:15]=4)[S:9][C:10]=3[CH2:11][CH2:12][O:13][C:4]=2[CH:3]=1.F[B-](F)(F)F.C([PH+](C(C)(C)C)C(C)(C)C)(C)(C)C.C1CCN2C(=NCCC2)CC1.O1C[CH2:57][O:56][CH2:55]C1.C[OH:60]. The yield is 0.540. (2) The reactants are [CH2:1]([C@H:8]([NH:39][C:40](=[O:47])[C@H:41]([CH2:43][CH:44]([CH3:46])[CH3:45])[NH2:42])[C@@H:9]([OH:38])[CH2:10][C@@H:11]([NH:25][C:26](=[O:37])[C@H:27]([C:33]([CH3:36])([CH3:35])[CH3:34])[NH:28][C:29]([O:31][CH3:32])=[O:30])[CH2:12][C:13]1[CH:18]=[CH:17][C:16]([C:19]2[CH:24]=[CH:23][CH:22]=[CH:21][N:20]=2)=[CH:15][CH:14]=1)[C:2]1[CH:7]=[CH:6][CH:5]=[CH:4][CH:3]=1.Cl[C:49]([O:51][CH3:52])=[O:50].C(N(CC)CC)C. The catalyst is ClCCl. The product is [CH2:1]([C@@H:8]([C@@H:9]([OH:38])[CH2:10][C@H:11]([CH2:12][C:13]1[CH:18]=[CH:17][C:16]([C:19]2[CH:24]=[CH:23][CH:22]=[CH:21][N:20]=2)=[CH:15][CH:14]=1)[NH:25][C:26](=[O:37])[C@H:27]([C:33]([CH3:36])([CH3:35])[CH3:34])[NH:28][C:29](=[O:30])[O:31][CH3:32])[NH:39][C:40](=[O:47])[C@@H:41]([NH:42][C:49](=[O:50])[O:51][CH3:52])[CH2:43][CH:44]([CH3:45])[CH3:46])[C:2]1[CH:7]=[CH:6][CH:5]=[CH:4][CH:3]=1. The yield is 0.570. (3) The reactants are [CH3:1][O:2][C:3]([C:5]1[N:6]([CH2:25][CH:26](OC)[O:27]C)[CH:7]=[C:8]([C:20]([O:22][CH2:23][CH3:24])=[O:21])[C:9](=[O:19])[C:10]=1[O:11][CH2:12][C:13]1[CH:18]=[CH:17][CH:16]=[CH:15][CH:14]=1)=[O:4].S(=O)(=O)(O)O. The catalyst is C(O)=O. The product is [CH3:1][O:2][C:3]([C:5]1[N:6]([CH2:25][CH:26]=[O:27])[CH:7]=[C:8]([C:20]([O:22][CH2:23][CH3:24])=[O:21])[C:9](=[O:19])[C:10]=1[O:11][CH2:12][C:13]1[CH:18]=[CH:17][CH:16]=[CH:15][CH:14]=1)=[O:4]. The yield is 0.597.